This data is from Catalyst prediction with 721,799 reactions and 888 catalyst types from USPTO. The task is: Predict which catalyst facilitates the given reaction. (1) Reactant: [OH:1][CH2:2][C@@H:3]1[NH:7][C:6](=[O:8])[CH2:5][CH2:4]1.[CH:9]([O:11][CH2:12][CH3:13])=[CH2:10].FC(F)(F)C(O)=O. Product: [CH2:9]([O:11][CH:12]([O:1][CH2:2][C@@H:3]1[NH:7][C:6](=[O:8])[CH2:5][CH2:4]1)[CH3:13])[CH3:10]. The catalyst class is: 22. (2) Reactant: Cl[C:2]1[CH:7]=[CH:6][NH:5][C:4](=[O:8])[C:3]=1[N+:9]([O-:11])=[O:10].[CH3:12][NH:13][CH3:14]. Product: [CH3:12][N:13]([CH3:14])[C:2]1[CH:7]=[CH:6][NH:5][C:4](=[O:8])[C:3]=1[N+:9]([O-:11])=[O:10]. The catalyst class is: 1. (3) Reactant: [C:1]([O:4][CH:5]1[C:9]2[N:10]=[CH:11][N:12]=[C:13](Cl)[C:8]=2[C@H:7]([CH3:15])[CH2:6]1)(=[O:3])[CH3:2].[C:16]([N:23]1[CH2:28][CH2:27][NH:26][CH2:25][CH2:24]1)([O:18][C:19]([CH3:22])([CH3:21])[CH3:20])=[O:17]. Product: [C:1]([O:4][CH:5]1[C:9]2[N:10]=[CH:11][N:12]=[C:13]([N:26]3[CH2:25][CH2:24][N:23]([C:16]([O:18][C:19]([CH3:22])([CH3:21])[CH3:20])=[O:17])[CH2:28][CH2:27]3)[C:8]=2[C@H:7]([CH3:15])[CH2:6]1)(=[O:3])[CH3:2]. The catalyst class is: 514.